This data is from TCR-epitope binding with 47,182 pairs between 192 epitopes and 23,139 TCRs. The task is: Binary Classification. Given a T-cell receptor sequence (or CDR3 region) and an epitope sequence, predict whether binding occurs between them. (1) The epitope is GLCTLVAML. The TCR CDR3 sequence is CASSQSPGGYQFF. Result: 1 (the TCR binds to the epitope). (2) The epitope is LLFGYPVYV. The TCR CDR3 sequence is CAWSRRGEQYF. Result: 0 (the TCR does not bind to the epitope).